This data is from Forward reaction prediction with 1.9M reactions from USPTO patents (1976-2016). The task is: Predict the product of the given reaction. (1) The product is: [Cl:8][C:4]1[CH:5]=[CH:6][CH:7]=[C:2]([Cl:1])[C:3]=1[CH2:9][O:10][C:11]1[CH:16]=[CH:15][C:14]2[C:17]3([CH2:23][O:24][C:13]=2[CH:12]=1)[CH2:18][CH2:19][N:20]([CH2:36][CH2:35][C:34]#[N:37])[CH2:21][CH2:22]3. Given the reactants [Cl:1][C:2]1[CH:7]=[CH:6][CH:5]=[C:4]([Cl:8])[C:3]=1[CH2:9][O:10][C:11]1[CH:16]=[CH:15][C:14]2[C:17]3([CH2:23][O:24][C:13]=2[CH:12]=1)[CH2:22][CH2:21][NH:20][CH2:19][CH2:18]3.C(N(C(C)C)C(C)C)C.[C:34](#[N:37])[CH:35]=[CH2:36], predict the reaction product. (2) Given the reactants C(OC([N:8]1[C:16]2[CH:15]=[CH:14][CH:13]=[C:12]([CH2:17][C:18]([OH:20])=[O:19])[C:11]=2[CH:10]=[C:9]1[CH3:21])=O)(C)(C)C.O.[OH-].[Na+], predict the reaction product. The product is: [CH3:21][C:9]1[NH:8][C:16]2[CH:15]=[CH:14][CH:13]=[C:12]([CH2:17][C:18]([OH:20])=[O:19])[C:11]=2[CH:10]=1. (3) Given the reactants [F:1][C:2]1[CH:7]=[CH:6][C:5]([C:8]2[C:9]3[CH:21]=[CH:20][C:19](=[O:22])[N:18]([C:23]4[CH:28]=[CH:27][CH:26]=[CH:25][C:24]=4[F:29])[C:10]=3[N:11]=[C:12](S(C)(=O)=O)[N:13]=2)=[C:4]([CH3:30])[CH:3]=1.[NH2:31][C@H:32]([CH3:35])[CH2:33][OH:34], predict the reaction product. The product is: [F:1][C:2]1[CH:7]=[CH:6][C:5]([C:8]2[C:9]3[CH:21]=[CH:20][C:19](=[O:22])[N:18]([C:23]4[CH:28]=[CH:27][CH:26]=[CH:25][C:24]=4[F:29])[C:10]=3[N:11]=[C:12]([NH:31][C@H:32]([CH3:35])[CH2:33][OH:34])[N:13]=2)=[C:4]([CH3:30])[CH:3]=1. (4) The product is: [F:18][C:19]([F:24])([F:23])[C:20]([OH:22])=[O:21].[NH2:7][C@@H:8]([C:10]1[O:11][CH:12]=[C:13]([CH2:15][OH:16])[N:14]=1)[CH3:9]. Given the reactants C(OC(=O)[NH:7][C@@H:8]([C:10]1[O:11][CH:12]=[C:13]([CH2:15][OH:16])[N:14]=1)[CH3:9])(C)(C)C.[F:18][C:19]([F:24])([F:23])[C:20]([OH:22])=[O:21], predict the reaction product. (5) The product is: [C:5]([O:4][C:2]([NH:9][C:10]([NH2:12])=[NH:11])=[O:3])([CH3:8])([CH3:6])[CH3:7]. Given the reactants O.[C:2]([NH:9][C:10]([NH:12]C(OC(C)(C)C)=O)=[NH:11])([O:4][C:5]([CH3:8])([CH3:7])[CH3:6])=[O:3], predict the reaction product. (6) Given the reactants [OH-].[K+].[Br:3][C:4]1[CH:9]=[C:8]([F:10])[CH:7]=[CH:6][C:5]=1[CH:11](O)[CH2:12][NH:13][C:14](=[O:20])[O:15][C:16]([CH3:19])([CH3:18])[CH3:17].C1(C)C=CC(S(Cl)(=O)=O)=CC=1, predict the reaction product. The product is: [Br:3][C:4]1[CH:9]=[C:8]([F:10])[CH:7]=[CH:6][C:5]=1[CH:11]1[CH2:12][N:13]1[C:14]([O:15][C:16]([CH3:19])([CH3:18])[CH3:17])=[O:20].